Dataset: Forward reaction prediction with 1.9M reactions from USPTO patents (1976-2016). Task: Predict the product of the given reaction. (1) Given the reactants FC(F)(F)C(O)=O.[NH:8]1[CH2:12][CH2:11][CH:10]([S:13]([C:16]2[CH:21]=[CH:20][C:19]([OH:22])=[CH:18][CH:17]=2)(=[O:15])=[O:14])[CH2:9]1.[CH2:23]([CH:30]1[CH2:33][C:32](=O)[CH2:31]1)[C:24]1[CH:29]=[CH:28][CH:27]=[CH:26][CH:25]=1, predict the reaction product. The product is: [CH2:23]([C@H:30]1[CH2:31][C@H:32]([N:8]2[CH2:12][CH2:11][CH:10]([S:13]([C:16]3[CH:21]=[CH:20][C:19]([OH:22])=[CH:18][CH:17]=3)(=[O:15])=[O:14])[CH2:9]2)[CH2:33]1)[C:24]1[CH:25]=[CH:26][CH:27]=[CH:28][CH:29]=1. (2) Given the reactants Br[C:2]1[CH:3]=[CH:4][C:5]2[O:10][CH2:9][C:8](=[O:11])[NH:7][C:6]=2[C:12]=1[CH3:13].C1CCCCC1.[CH3:20][O-:21].[Na+], predict the reaction product. The product is: [CH3:20][O:21][C:2]1[CH:3]=[CH:4][C:5]2[O:10][CH2:9][C:8](=[O:11])[NH:7][C:6]=2[C:12]=1[CH3:13]. (3) Given the reactants [CH3:1][N:2]1[CH2:40][CH2:39][CH2:38][C@@:3]1([CH3:41])[C:4]([NH:6][C@H:7]([C:11]([N:13]([C@@H:15]([C@@H:34]([CH3:37])[CH2:35][CH3:36])[C@H:16]([O:32][CH3:33])[CH2:17][C:18](=[O:31])OC1C(F)=C(F)C(F)=C(F)C=1F)[CH3:14])=[O:12])[CH:8]([CH3:10])[CH3:9])=[O:5].C(N(C(C)C)CC)(C)C.Cl.[CH3:52][O:53][C@@H:54]([C@@H:60]1[CH2:64][CH2:63][CH2:62][NH:61]1)[C@@H:55]([CH3:59])[C:56]([OH:58])=[O:57], predict the reaction product. The product is: [CH3:1][N:2]1[CH2:40][CH2:39][CH2:38][C@@:3]1([CH3:41])[C:4]([NH:6][C@H:7]([C:11]([N:13]([C@@H:15]([C@@H:34]([CH3:37])[CH2:35][CH3:36])[C@H:16]([O:32][CH3:33])[CH2:17][C:18]([N:61]1[CH2:62][CH2:63][CH2:64][C@H:60]1[C@H:54]([O:53][CH3:52])[C@H:55]([C:56]([OH:58])=[O:57])[CH3:59])=[O:31])[CH3:14])=[O:12])[CH:8]([CH3:9])[CH3:10])=[O:5]. (4) Given the reactants [C:1]([C:3]([C:6]1[CH:7]=[C:8]([CH:33]=[CH:34][CH:35]=1)[C:9]([NH:11][C:12]1[CH:13]=[CH:14][C:15]([CH3:32])=[C:16]([NH:18][C:19]([C:21]2[S:31][C:24]3=[N:25][C:26]([NH:29][CH3:30])=[CH:27][N:28]=[C:23]3[CH:22]=2)=[O:20])[CH:17]=1)=[O:10])([CH3:5])[CH3:4])#[N:2].ClC1N=C2SC(C(NC3C=C(NC(=O)C4C=CC=C(C(C#N)(C)C)C=4)C=CC=3C)=O)=CC2=NC=1.[CH3:70][O:71][CH2:72]CN, predict the reaction product. The product is: [C:1]([C:3]([C:6]1[CH:7]=[C:8]([CH:33]=[CH:34][CH:35]=1)[C:9]([NH:11][C:12]1[CH:13]=[CH:14][C:15]([CH3:32])=[C:16]([NH:18][C:19]([C:21]2[S:31][C:24]3=[N:25][C:26]([NH:29][CH2:30][CH2:70][O:71][CH3:72])=[CH:27][N:28]=[C:23]3[CH:22]=2)=[O:20])[CH:17]=1)=[O:10])([CH3:5])[CH3:4])#[N:2].